This data is from Forward reaction prediction with 1.9M reactions from USPTO patents (1976-2016). The task is: Predict the product of the given reaction. The product is: [Br:25][C:26]1[O:30][C:29]([CH:31]=[CH:20][C:21]([O:23][CH3:24])=[O:22])=[CH:28][CH:27]=1. Given the reactants C1(P(=[CH:20][C:21]([O:23][CH3:24])=[O:22])(C2C=CC=CC=2)C2C=CC=CC=2)C=CC=CC=1.[Br:25][C:26]1[O:30][C:29]([CH:31]=O)=[CH:28][CH:27]=1.O, predict the reaction product.